Dataset: NCI-60 drug combinations with 297,098 pairs across 59 cell lines. Task: Regression. Given two drug SMILES strings and cell line genomic features, predict the synergy score measuring deviation from expected non-interaction effect. (1) Drug 1: CC1=C(C=C(C=C1)C(=O)NC2=CC(=CC(=C2)C(F)(F)F)N3C=C(N=C3)C)NC4=NC=CC(=N4)C5=CN=CC=C5. Drug 2: COC1=NC(=NC2=C1N=CN2C3C(C(C(O3)CO)O)O)N. Cell line: MDA-MB-435. Synergy scores: CSS=5.15, Synergy_ZIP=-1.74, Synergy_Bliss=-1.70, Synergy_Loewe=1.33, Synergy_HSA=-0.926. (2) Drug 1: C1CCC(C1)C(CC#N)N2C=C(C=N2)C3=C4C=CNC4=NC=N3. Drug 2: CC12CCC(CC1=CCC3C2CCC4(C3CC=C4C5=CN=CC=C5)C)O. Cell line: SK-MEL-5. Synergy scores: CSS=-11.0, Synergy_ZIP=9.58, Synergy_Bliss=8.30, Synergy_Loewe=-12.2, Synergy_HSA=-10.2.